Dataset: Reaction yield outcomes from USPTO patents with 853,638 reactions. Task: Predict the reaction yield, written as a fraction of the theoretical maximum amount of product (1.0 means a 100% yield; for example, 0.34 means a 34% yield). (1) The reactants are [C:1]([C:4]1[CH:5]=[C:6](B(O)O)[CH:7]=[CH:8][CH:9]=1)([OH:3])=[O:2].Br[C:14]1[CH:19]=[CH:18][CH:17]=[CH:16][C:15]=1[NH:20][C:21]([NH2:23])=[O:22].C(=O)([O-])[O-].[Na+].[Na+].C1(C)C=CC=CC=1. The catalyst is C1C=CC([P]([Pd]([P](C2C=CC=CC=2)(C2C=CC=CC=2)C2C=CC=CC=2)([P](C2C=CC=CC=2)(C2C=CC=CC=2)C2C=CC=CC=2)[P](C2C=CC=CC=2)(C2C=CC=CC=2)C2C=CC=CC=2)(C2C=CC=CC=2)C2C=CC=CC=2)=CC=1.O.C(O)C. The product is [NH:20]([C:15]1[CH:16]=[CH:17][CH:18]=[CH:19][C:14]=1[C:6]1[CH:7]=[CH:8][CH:9]=[C:4]([C:1]([OH:3])=[O:2])[CH:5]=1)[C:21]([NH2:23])=[O:22]. The yield is 0.970. (2) The reactants are Cl[C:2]1[C:7]([CH:8]([CH2:13][CH2:14][CH3:15])[C:9]([O:11][CH3:12])=[O:10])=[C:6]([CH3:16])[N:5]=[C:4]([C:17]2[CH:22]=[CH:21][CH:20]=[CH:19][CH:18]=2)[N:3]=1.C(N(CC)C(C)C)(C)C.[O:32]1[C:36]2[CH:37]=[CH:38][C:39](B(O)O)=[CH:40][C:35]=2[CH2:34][CH2:33]1. The catalyst is COCCOC.O.C1C=CC([P]([Pd]([P](C2C=CC=CC=2)(C2C=CC=CC=2)C2C=CC=CC=2)([P](C2C=CC=CC=2)(C2C=CC=CC=2)C2C=CC=CC=2)[P](C2C=CC=CC=2)(C2C=CC=CC=2)C2C=CC=CC=2)(C2C=CC=CC=2)C2C=CC=CC=2)=CC=1. The product is [O:32]1[C:36]2[CH:37]=[CH:38][C:39]([C:2]3[C:7]([CH:8]([CH2:13][CH2:14][CH3:15])[C:9]([O:11][CH3:12])=[O:10])=[C:6]([CH3:16])[N:5]=[C:4]([C:17]4[CH:22]=[CH:21][CH:20]=[CH:19][CH:18]=4)[N:3]=3)=[CH:40][C:35]=2[CH2:34][CH2:33]1. The yield is 0.910. (3) The reactants are [CH3:1][S:2][C:3]1[CH:4]=[C:5]([CH:9]=[CH:10][CH:11]=1)[C:6](O)=[O:7].[OH-].[Na+]. The catalyst is C1(C)C=CC=CC=1. The product is [CH3:1][S:2][C:3]1[CH:4]=[C:5]([CH2:6][OH:7])[CH:9]=[CH:10][CH:11]=1. The yield is 0.680. (4) The reactants are [Cl:1][C:2]1[C:3]([C:29]2[CH:30]=[N:31][N:32]3[CH:37]=[CH:36][CH:35]=[CH:34][C:33]=23)=[N:4][C:5]([NH:8][C:9]2[CH:14]=[C:13]([N+:15]([O-])=O)[C:12]([N:18]3[CH2:21][C:20]4([CH2:25][CH2:24][CH2:23][N:22]4[CH3:26])[CH2:19]3)=[CH:11][C:10]=2[O:27][CH3:28])=[N:6][CH:7]=1.[NH4+].[Cl-].O. The catalyst is C(O)C.[Fe]. The product is [Cl:1][C:2]1[C:3]([C:29]2[CH:30]=[N:31][N:32]3[CH:37]=[CH:36][CH:35]=[CH:34][C:33]=23)=[N:4][C:5]([NH:8][C:9]2[CH:14]=[C:13]([NH2:15])[C:12]([N:18]3[CH2:19][C:20]4([CH2:25][CH2:24][CH2:23][N:22]4[CH3:26])[CH2:21]3)=[CH:11][C:10]=2[O:27][CH3:28])=[N:6][CH:7]=1. The yield is 0.340. (5) The reactants are [NH2:1][C:2]1[CH:3]=[N:4][CH:5]=[CH:6][C:7]=1[N:8]1[CH2:13][C@H:12]([CH3:14])[CH2:11][C@H:10]([NH:15][C:16](=[O:22])[O:17][C:18]([CH3:21])([CH3:20])[CH3:19])[CH2:9]1.[C:23](N1C=CN=C1)(N1C=CN=C1)=[S:24]. The catalyst is C1COCC1. The product is [N:1]([C:2]1[CH:3]=[N:4][CH:5]=[CH:6][C:7]=1[N:8]1[CH2:13][C@H:12]([CH3:14])[CH2:11][C@H:10]([NH:15][C:16](=[O:22])[O:17][C:18]([CH3:21])([CH3:20])[CH3:19])[CH2:9]1)=[C:23]=[S:24]. The yield is 0.740. (6) The reactants are [CH2:1]([O:8][C:9](=[O:22])[NH:10][C:11]1[CH:16]=[CH:15][CH:14]=[C:13]([C:17]2O[CH:19]=[N:20][N:21]=2)[CH:12]=1)[C:2]1[CH:7]=[CH:6][CH:5]=[CH:4][CH:3]=1.[CH:23]1([NH2:26])[CH2:25][CH2:24]1.FC(F)(F)C(O)=O. The catalyst is C(O)CCC. The product is [CH2:1]([O:8][C:9](=[O:22])[NH:10][C:11]1[CH:16]=[CH:15][CH:14]=[C:13]([C:17]2[N:26]([CH:23]3[CH2:25][CH2:24]3)[CH:19]=[N:20][N:21]=2)[CH:12]=1)[C:2]1[CH:7]=[CH:6][CH:5]=[CH:4][CH:3]=1. The yield is 0.310. (7) The reactants are [O:1]([C:8]1[N:13]=[CH:12][C:11]([C:14]([O:16]CC)=[O:15])=[CH:10][N:9]=1)[C:2]1[CH:7]=[CH:6][CH:5]=[CH:4][CH:3]=1.O.[OH-].[Li+]. The catalyst is O1CCCC1.CO.O. The product is [O:1]([C:8]1[N:9]=[CH:10][C:11]([C:14]([OH:16])=[O:15])=[CH:12][N:13]=1)[C:2]1[CH:3]=[CH:4][CH:5]=[CH:6][CH:7]=1. The yield is 0.790.